This data is from Reaction yield outcomes from USPTO patents with 853,638 reactions. The task is: Predict the reaction yield, written as a fraction of the theoretical maximum amount of product (1.0 means a 100% yield; for example, 0.34 means a 34% yield). The reactants are [CH3:1][O:2][CH2:3][C:4](Cl)=[O:5].[N:7]1([CH2:12][CH2:13][CH2:14][O:15][C:16]2[CH:21]=[CH:20][C:19]([C:22]3([C:28]([N:30]4[CH2:35][CH2:34][NH:33][CH2:32][CH2:31]4)=[O:29])[CH2:27][CH2:26][O:25][CH2:24][CH2:23]3)=[CH:18][CH:17]=2)[CH2:11][CH2:10][CH2:9][CH2:8]1.C(N(CC)C(C)C)(C)C. The catalyst is ClCCl. The product is [CH3:1][O:2][CH2:3][C:4]([N:33]1[CH2:34][CH2:35][N:30]([C:28]([C:22]2([C:19]3[CH:20]=[CH:21][C:16]([O:15][CH2:14][CH2:13][CH2:12][N:7]4[CH2:8][CH2:9][CH2:10][CH2:11]4)=[CH:17][CH:18]=3)[CH2:23][CH2:24][O:25][CH2:26][CH2:27]2)=[O:29])[CH2:31][CH2:32]1)=[O:5]. The yield is 0.670.